This data is from Forward reaction prediction with 1.9M reactions from USPTO patents (1976-2016). The task is: Predict the product of the given reaction. (1) Given the reactants [Br:1][C:2]1[CH:6]=[C:5]([CH3:7])[NH:4][N:3]=1.[H-].[Na+].F[C:11]1[CH:16]=[CH:15][N:14]=[C:13]([C:17]([F:20])([F:19])[F:18])[CH:12]=1, predict the reaction product. The product is: [Br:1][C:2]1[CH:6]=[C:5]([CH3:7])[N:4]([C:11]2[CH:16]=[CH:15][N:14]=[C:13]([C:17]([F:20])([F:19])[F:18])[CH:12]=2)[N:3]=1. (2) Given the reactants [F:1][C:2]1[CH:21]=[CH:20][CH:19]=[CH:18][C:3]=1[CH2:4][N:5]1[C:9]2=[N:10][C:11]([CH3:14])=[N:12][CH:13]=[C:8]2[C:7]([C:15](=[NH:17])[NH2:16])=[N:6]1.[C:22]([CH:24]([C:32]#[N:33])[C:25]([CH3:31])([CH3:30])[C:26](OC)=[O:27])#[N:23].CC(C)([O-])C.[K+].O, predict the reaction product. The product is: [NH2:23][C:22]1[C:24]2[C:25]([CH3:31])([CH3:30])[C:26](=[O:27])[NH:33][C:32]=2[N:17]=[C:15]([C:7]2[C:8]3[C:9](=[N:10][C:11]([CH3:14])=[N:12][CH:13]=3)[N:5]([CH2:4][C:3]3[CH:18]=[CH:19][CH:20]=[CH:21][C:2]=3[F:1])[N:6]=2)[N:16]=1. (3) Given the reactants [CH:1]1([O:6][C:7]2[CH:8]=[C:9]3[C:14](=[CH:15][C:16]=2[O:17][CH3:18])[C:13]([CH2:19][C:20]2[CH:25]=[CH:24][CH:23]=[C:22]([O:26][CH3:27])[CH:21]=2)=[N:12][CH:11]=[C:10]3[CH:28]=[O:29])[CH2:5][CH2:4][CH2:3][CH2:2]1.[Se](=O)=[O:31].C(OCC)(=O)C.CCCCCC, predict the reaction product. The product is: [CH:1]1([O:6][C:7]2[CH:8]=[C:9]3[C:14](=[CH:15][C:16]=2[O:17][CH3:18])[C:13]([C:19](=[O:31])[C:20]2[CH:25]=[CH:24][CH:23]=[C:22]([O:26][CH3:27])[CH:21]=2)=[N:12][CH:11]=[C:10]3[CH:28]=[O:29])[CH2:2][CH2:3][CH2:4][CH2:5]1. (4) The product is: [F:9][C:7]1([F:10])[O:6][C:5]2[CH:11]=[CH:12][C:2]([B:16]3[O:17][C:18]([CH3:20])([CH3:19])[C:14]([CH3:30])([CH3:13])[O:15]3)=[CH:3][C:4]=2[O:8]1. Given the reactants Br[C:2]1[CH:12]=[CH:11][C:5]2[O:6][C:7]([F:10])([F:9])[O:8][C:4]=2[CH:3]=1.[CH3:13][C:14]1([CH3:30])[C:18]([CH3:20])([CH3:19])[O:17][B:16]([B:16]2[O:17][C:18]([CH3:20])([CH3:19])[C:14]([CH3:30])([CH3:13])[O:15]2)[O:15]1.C([O-])(=O)C.[K+], predict the reaction product. (5) Given the reactants [CH3:1][O:2][C:3]1[CH:12]=[C:11]2[C:6]([C:7]([CH3:17])=[CH:8][C:9](=[O:16])[N:10]2[CH2:13][CH:14]=O)=[CH:5][CH:4]=1.[C:18]([O:22][C:23](=[O:41])[N:24]([CH2:31][C:32](=[O:40])[NH:33][C:34]1[CH:39]=[CH:38][CH:37]=[CH:36][N:35]=1)[CH:25]1[CH2:30][CH2:29][NH:28][CH2:27][CH2:26]1)([CH3:21])([CH3:20])[CH3:19].C(O[BH-](OC(=O)C)OC(=O)C)(=O)C.[Na+].C(=O)([O-])O.[Na+], predict the reaction product. The product is: [C:18]([O:22][C:23](=[O:41])[N:24]([CH:25]1[CH2:26][CH2:27][N:28]([CH2:14][CH2:13][N:10]2[C:11]3[C:6](=[CH:5][CH:4]=[C:3]([O:2][CH3:1])[CH:12]=3)[C:7]([CH3:17])=[CH:8][C:9]2=[O:16])[CH2:29][CH2:30]1)[CH2:31][C:32](=[O:40])[NH:33][C:34]1[CH:39]=[CH:38][CH:37]=[CH:36][N:35]=1)([CH3:21])([CH3:19])[CH3:20]. (6) Given the reactants Cl.Cl.[NH:3]1[C:11]2[C:6](=[CH:7][CH:8]=[CH:9][CH:10]=2)[C:5]([CH:12]2[CH2:17][CH2:16][CH:15]([NH:18][CH:19]([CH:23]3[CH2:28][CH2:27][NH:26][CH2:25][CH2:24]3)[C:20]([NH2:22])=[O:21])[CH2:14][CH2:13]2)=[CH:4]1.[F:29][C:30]1[CH:31]=[C:32]([CH:38]=[CH:39][CH:40]=1)/[CH:33]=[CH:34]/[C:35](O)=[O:36], predict the reaction product. The product is: [NH:3]1[C:11]2[C:6](=[CH:7][CH:8]=[CH:9][CH:10]=2)[C:5]([CH:12]2[CH2:17][CH2:16][CH:15]([NH:18][CH:19]([CH:23]3[CH2:24][CH2:25][N:26]([C:35](=[O:36])/[CH:34]=[CH:33]/[C:32]4[CH:38]=[CH:39][CH:40]=[C:30]([F:29])[CH:31]=4)[CH2:27][CH2:28]3)[C:20]([NH2:22])=[O:21])[CH2:14][CH2:13]2)=[CH:4]1. (7) The product is: [CH2:11]([S:8]([C:5]1[CH:6]=[CH:7][C:2]([NH:16][CH2:17][CH:18]2[CH2:23][CH2:22][O:21][CH2:20][CH2:19]2)=[C:3]([N+:13]([O-:15])=[O:14])[CH:4]=1)(=[O:10])=[O:9])[CH3:12]. Given the reactants Cl[C:2]1[CH:7]=[CH:6][C:5]([S:8]([CH2:11][CH3:12])(=[O:10])=[O:9])=[CH:4][C:3]=1[N+:13]([O-:15])=[O:14].[NH2:16][CH2:17][CH:18]1[CH2:23][CH2:22][O:21][CH2:20][CH2:19]1, predict the reaction product. (8) Given the reactants Cl[C:2]1[N:7]=[CH:6][CH:5]=[CH:4][N:3]=1.[Br:8][C:9]1[CH:10]=[C:11]([N:15]2[C:23]3[CH2:22][CH2:21][NH:20][CH2:19][C:18]=3[C:17]([C:24]([O:26][CH2:27][CH3:28])=[O:25])=[N:16]2)[CH:12]=[CH:13][CH:14]=1.C(N(C(C)C)C(C)C)C, predict the reaction product. The product is: [Br:8][C:9]1[CH:10]=[C:11]([N:15]2[C:23]3[CH2:22][CH2:21][N:20]([C:2]4[N:7]=[CH:6][CH:5]=[CH:4][N:3]=4)[CH2:19][C:18]=3[C:17]([C:24]([O:26][CH2:27][CH3:28])=[O:25])=[N:16]2)[CH:12]=[CH:13][CH:14]=1.